From a dataset of Retrosynthesis with 50K atom-mapped reactions and 10 reaction types from USPTO. Predict the reactants needed to synthesize the given product. Given the product O=C1S/C(=C\c2ccc3c(ccn3Cc3ccc(C(F)(F)F)cc3C(F)(F)F)c2)C(=O)N1CCO, predict the reactants needed to synthesize it. The reactants are: O=C1NC(=O)/C(=C/c2ccc3c(ccn3Cc3ccc(C(F)(F)F)cc3C(F)(F)F)c2)S1.OCCBr.